Dataset: Forward reaction prediction with 1.9M reactions from USPTO patents (1976-2016). Task: Predict the product of the given reaction. (1) Given the reactants [C@H:1]1([NH:10][C:11]2[CH:20]=[CH:19][C:18]3[C:13](=[CH:14][CH:15]=[CH:16][C:17]=3I)[N:12]=2)[C:9]2[C:4](=[CH:5][CH:6]=[CH:7][CH:8]=2)[CH2:3][CH2:2]1.[C-:22]#[N:23].O, predict the reaction product. The product is: [C@H:1]1([NH:10][C:11]2[CH:20]=[CH:19][C:18]3[C:17]([C:22]#[N:23])=[CH:16][CH:15]=[CH:14][C:13]=3[N:12]=2)[C:9]2[C:4](=[CH:5][CH:6]=[CH:7][CH:8]=2)[CH2:3][CH2:2]1. (2) Given the reactants [CH:1]1([C:7]2[C:15]3[C:10](=[CH:11][C:12]([C:16]([O:18][CH3:19])=[O:17])=[CH:13][CH:14]=3)[NH:9][C:8]=2[C:20]2[CH:25]=[CH:24][CH:23]=[CH:22][C:21]=2[OH:26])[CH2:6][CH2:5][CH2:4][CH2:3][CH2:2]1.C([O-])([O-])=O.[K+].[K+].[CH2:33](Br)[CH:34]=[CH2:35], predict the reaction product. The product is: [CH2:35]([O:26][C:21]1[CH:22]=[CH:23][CH:24]=[CH:25][C:20]=1[C:8]1[NH:9][C:10]2[C:15]([C:7]=1[CH:1]1[CH2:6][CH2:5][CH2:4][CH2:3][CH2:2]1)=[CH:14][CH:13]=[C:12]([C:16]([O:18][CH3:19])=[O:17])[CH:11]=2)[CH:34]=[CH2:33]. (3) Given the reactants Br[C:2]1[CH:7]=[CH:6][C:5]([N+:8]([O-:10])=[O:9])=[CH:4][CH:3]=1.CC1(C)C(C)(C)OB([C:19]2[CH2:25][CH:24]3[N:26]([C:27]([O:29][C:30]([CH3:33])([CH3:32])[CH3:31])=[O:28])[CH:21]([CH2:22][CH2:23]3)[CH:20]=2)O1.C(=O)([O-])[O-].[K+].[K+], predict the reaction product. The product is: [N+:8]([C:5]1[CH:6]=[CH:7][C:2]([C:19]2[CH2:20][CH:21]3[N:26]([C:27]([O:29][C:30]([CH3:33])([CH3:32])[CH3:31])=[O:28])[CH:24]([CH2:23][CH2:22]3)[CH:25]=2)=[CH:3][CH:4]=1)([O-:10])=[O:9]. (4) Given the reactants C([O-])([O-])=O.[K+].[K+].[CH2:7](Br)[C:8]1[CH:13]=[CH:12][CH:11]=[CH:10][CH:9]=1.[Cl:15][C:16]1[CH:21]=[C:20]([N+:22]([O-:24])=[O:23])[C:19]([F:25])=[CH:18][C:17]=1[OH:26], predict the reaction product. The product is: [CH2:7]([O:26][C:17]1[C:16]([Cl:15])=[CH:21][C:20]([N+:22]([O-:24])=[O:23])=[C:19]([F:25])[CH:18]=1)[C:8]1[CH:13]=[CH:12][CH:11]=[CH:10][CH:9]=1. (5) Given the reactants [F:1][C:2]1[CH:7]=[CH:6][C:5]([C:8]2[CH:9]=[C:10]([CH:14]=[CH:15][CH:16]=2)[C:11]([OH:13])=O)=[CH:4][CH:3]=1.[CH3:17][N:18]1[C:22]([C:23]2[CH:24]=[C:25]([CH:27]=[CH:28][CH:29]=2)[NH2:26])=[CH:21][N:20]=[C:19]1[CH3:30].Cl.C(N=C=NCCCN(C)C)C, predict the reaction product. The product is: [CH3:30][C:19]1[N:18]([CH3:17])[C:22]([C:23]2[CH:24]=[C:25]([NH:26][C:11]([C:10]3[CH:9]=[C:8]([C:5]4[CH:4]=[CH:3][C:2]([F:1])=[CH:7][CH:6]=4)[CH:16]=[CH:15][CH:14]=3)=[O:13])[CH:27]=[CH:28][CH:29]=2)=[CH:21][N:20]=1. (6) Given the reactants [CH:1]([C:4]1[CH:10]=[CH:9][CH:8]=[CH:7][C:5]=1[NH2:6])([CH3:3])[CH3:2].C(=O)(O)[O-].[Na+].ClC(Cl)(OC(=O)OC(Cl)(Cl)Cl)Cl.[N-:28]=[C:29]=[O:30].[F:31][C:32]([F:56])([F:55])[O:33][C:34]1[CH:39]=[CH:38][C:37]([N:40]2[CH:44]=[N:43][C:42]([C:45]3[CH:50]=[CH:49][C:48]([CH2:51][CH2:52][CH2:53]N)=[CH:47][CH:46]=3)=[N:41]2)=[CH:36][CH:35]=1.C(=O)([O-])[O-].[Cs+].[Cs+], predict the reaction product. The product is: [CH:1]([C:4]1[CH:10]=[CH:9][CH:8]=[CH:7][C:5]=1[NH:6][C:29]([NH:28][CH2:53][CH2:52][CH2:51][C:48]1[CH:47]=[CH:46][C:45]([C:42]2[N:43]=[CH:44][N:40]([C:37]3[CH:38]=[CH:39][C:34]([O:33][C:32]([F:56])([F:31])[F:55])=[CH:35][CH:36]=3)[N:41]=2)=[CH:50][CH:49]=1)=[O:30])([CH3:3])[CH3:2]. (7) Given the reactants Br[C:2]1[C:10]2[O:9][C:8]([C:11]3[CH:16]=[CH:15][C:14]([OH:17])=[CH:13][CH:12]=3)=[N:7][C:6]=2[CH:5]=[C:4]([OH:18])[CH:3]=1.C[O-].[Na+].[C:22](OCC)(=[O:24])C, predict the reaction product. The product is: [OH:17][C:14]1[CH:15]=[CH:16][C:11]([C:8]2[O:9][C:10]3[C:2]([O:24][CH3:22])=[CH:3][C:4]([OH:18])=[CH:5][C:6]=3[N:7]=2)=[CH:12][CH:13]=1. (8) Given the reactants [Br:1][C:2]1[CH:3]=[C:4]([OH:10])[C:5]([OH:9])=[C:6]([OH:8])[CH:7]=1.C([O-])([O-])=O.[K+].[K+].Br[CH2:18][CH2:19]Br, predict the reaction product. The product is: [Br:1][C:2]1[CH:7]=[C:6]([OH:8])[C:5]2[O:9][CH2:19][CH2:18][O:10][C:4]=2[CH:3]=1.